This data is from Full USPTO retrosynthesis dataset with 1.9M reactions from patents (1976-2016). The task is: Predict the reactants needed to synthesize the given product. (1) The reactants are: [NH:1]1[CH2:6][CH2:5][CH:4]([C:7]2[C:8](=[O:17])[NH:9][C:10]3[C:15]([CH:16]=2)=[CH:14][CH:13]=[CH:12][CH:11]=3)[CH2:3][CH2:2]1.C(N(CC)CC)C.[CH:25]1[C:30]([N+:31]([O-:33])=[O:32])=[CH:29][CH:28]=[C:27]([Cl-]C([O-])=O)[CH:26]=1.[OH2:38].CN(C)[CH:41]=[O:42]. Given the product [O:17]=[C:8]1[C:7]([CH:4]2[CH2:3][CH2:2][N:1]([C:41]([O:42][C:27]3[CH:26]=[CH:25][C:30]([N+:31]([O-:33])=[O:32])=[CH:29][CH:28]=3)=[O:38])[CH2:6][CH2:5]2)=[CH:16][C:15]2[C:10](=[CH:11][CH:12]=[CH:13][CH:14]=2)[NH:9]1, predict the reactants needed to synthesize it. (2) Given the product [CH3:1][O:2][C@H:3]1[C@@H:7]2[O:8][C:9]([CH3:11])([CH3:12])[O:10][C@@H:6]2[C@H:5]([C@H:13]([O:21][C:39]([O:38][CH2:31][C:32]2[CH:33]=[CH:34][CH:35]=[CH:36][CH:37]=2)=[O:41])[C@@H:14]([NH:20][C:56]([O:59][CH2:60][C:61]2[CH:25]=[CH:30][CH:29]=[CH:28][CH:27]=2)=[O:58])[C:15]([O:17][CH2:18][CH3:19])=[O:16])[O:4]1, predict the reactants needed to synthesize it. The reactants are: [CH3:1][O:2][C@H:3]1[C@@H:7]2[O:8][C:9]([CH3:12])([CH3:11])[O:10][C@@H:6]2[C@@H:5]([C@H:13]([OH:21])[C@@H:14]([NH2:20])[C:15]([O:17][CH2:18][CH3:19])=[O:16])[O:4]1.CN([C:25]1[CH:30]=[CH:29][CH:28]=[CH:27]N=1)C.[CH2:31]([O:38][C:39]([O:41]N1C(=O)CCC1=O)=O)[C:32]1[CH:37]=[CH:36][CH:35]=[CH:34][CH:33]=1.C(N(CC)CC)C.[C:56]([O:59][CH2:60][CH3:61])(=[O:58])C. (3) Given the product [C:1]([NH:4][CH2:5][CH2:6][C:7]1[CH:36]=[CH:35][C:34]([F:37])=[CH:33][C:8]=1[O:9][CH2:10][CH2:11][O:12][CH:13]1[CH:18]([C:19]2[CH:24]=[CH:23][C:22]([O:25][CH2:39][CH2:40][CH2:41][O:42][C:43]3[CH:48]=[CH:47][CH:46]=[C:45]([F:49])[CH:44]=3)=[CH:21][CH:20]=2)[CH2:17][CH2:16][N:15]([C:26]([O:28][C:29]([CH3:30])([CH3:31])[CH3:32])=[O:27])[CH2:14]1)(=[O:3])[CH3:2], predict the reactants needed to synthesize it. The reactants are: [C:1]([NH:4][CH2:5][CH2:6][C:7]1[CH:36]=[CH:35][C:34]([F:37])=[CH:33][C:8]=1[O:9][CH2:10][CH2:11][O:12][CH:13]1[CH:18]([C:19]2[CH:24]=[CH:23][C:22]([OH:25])=[CH:21][CH:20]=2)[CH2:17][CH2:16][N:15]([C:26]([O:28][C:29]([CH3:32])([CH3:31])[CH3:30])=[O:27])[CH2:14]1)(=[O:3])[CH3:2].Br[CH2:39][CH2:40][CH2:41][O:42][C:43]1[CH:48]=[CH:47][CH:46]=[C:45]([F:49])[CH:44]=1. (4) The reactants are: [CH:1]1([NH:7][C:8]2[CH:17]=[C:16]3[C:11]([C:12](=[O:30])[C:13]([O:21][CH2:22]/[CH:23]=[CH:24]/[C:25]([O:27][CH2:28][CH3:29])=[O:26])=[CH:14][N:15]3[CH:18]([CH3:20])[CH3:19])=[CH:10][C:9]=2[F:31])[CH2:6][CH2:5][CH2:4][CH2:3][CH2:2]1.[H][H]. Given the product [CH:1]1([NH:7][C:8]2[CH:17]=[C:16]3[C:11]([C:12](=[O:30])[C:13]([O:21][CH2:22][CH2:23][CH2:24][C:25]([O:27][CH2:28][CH3:29])=[O:26])=[CH:14][N:15]3[CH:18]([CH3:19])[CH3:20])=[CH:10][C:9]=2[F:31])[CH2:2][CH2:3][CH2:4][CH2:5][CH2:6]1, predict the reactants needed to synthesize it. (5) Given the product [F:26][C:21]1([F:25])[CH2:22][CH2:23][CH2:24][N:19]([C:17]([C:15]2[N:16]=[C:12]([C:10]3[CH:9]=[CH:8][C:7]([CH2:27][NH:28][C:29](=[O:38])[C:30]([F:36])([F:37])[C:31]4[S:32][CH:33]=[CH:34][CH:35]=4)=[C:6]([CH2:5][CH2:4][C:3]([OH:39])=[O:2])[CH:11]=3)[O:13][CH:14]=2)=[O:18])[CH2:20]1, predict the reactants needed to synthesize it. The reactants are: C[O:2][C:3](=[O:39])[CH2:4][CH2:5][C:6]1[CH:11]=[C:10]([C:12]2[O:13][CH:14]=[C:15]([C:17]([N:19]3[CH2:24][CH2:23][CH2:22][C:21]([F:26])([F:25])[CH2:20]3)=[O:18])[N:16]=2)[CH:9]=[CH:8][C:7]=1[CH2:27][NH:28][C:29](=[O:38])[C:30]([F:37])([F:36])[C:31]1[S:32][CH:33]=[CH:34][CH:35]=1.[OH-].[Li+].O. (6) Given the product [F:9][CH2:8][C:4]1[N:3]=[C:2]([C:13]#[C:12][CH2:11][CH2:10][N:14]2[N:18]=[C:17]3[CH:19]=[CH:20][CH:21]=[C:22]([CH3:23])[C:16]3=[N:15]2)[CH:7]=[CH:6][CH:5]=1, predict the reactants needed to synthesize it. The reactants are: Br[C:2]1[CH:7]=[CH:6][CH:5]=[C:4]([CH2:8][F:9])[N:3]=1.[CH2:10]([N:14]1[N:18]=[C:17]2[CH:19]=[CH:20][CH:21]=[C:22]([CH3:23])[C:16]2=[N:15]1)[CH2:11][C:12]#[CH:13]. (7) Given the product [I:25][C:26]1[CH:27]=[C:28]([NH:29][C:21]([C:20]2[CH:24]=[C:16]([N:14]3[CH2:13][C@@H:11]4[CH2:12][N:8]([C:6]([O:5][C:1]([CH3:2])([CH3:3])[CH3:4])=[O:7])[CH2:9][C@@H:10]4[CH2:15]3)[CH:17]=[N:18][CH:19]=2)=[O:23])[CH:30]=[CH:31][CH:32]=1, predict the reactants needed to synthesize it. The reactants are: [C:1]([O:5][C:6]([N:8]1[CH2:12][C@H:11]2[CH2:13][N:14]([C:16]3[CH:17]=[N:18][CH:19]=[C:20]([CH:24]=3)[C:21]([OH:23])=O)[CH2:15][C@H:10]2[CH2:9]1)=[O:7])([CH3:4])([CH3:3])[CH3:2].[I:25][C:26]1[CH:27]=[C:28]([CH:30]=[CH:31][CH:32]=1)[NH2:29]. (8) Given the product [CH:13]1([C:5]2[C:6]([O:8][CH2:9][CH:10]3[CH2:12][CH2:11]3)=[CH:7][C:2]([C:17]#[N:18])=[N:3][CH:4]=2)[CH2:15][CH2:14]1, predict the reactants needed to synthesize it. The reactants are: Br[C:2]1[CH:7]=[C:6]([O:8][CH2:9][CH:10]2[CH2:12][CH2:11]2)[C:5]([CH:13]2[CH2:15][CH2:14]2)=[CH:4][N:3]=1.[Cu][C:17]#[N:18]. (9) Given the product [C:27]([C:24]1[CH:25]=[CH:26][N:22]([C:18]2[CH:17]=[C:16]([O:15][C:6](=[O:7])[NH:5][CH2:1][CH2:2][CH2:3][CH3:4])[CH:21]=[CH:20][CH:19]=2)[CH:23]=1)(=[O:28])[NH2:29], predict the reactants needed to synthesize it. The reactants are: [CH2:1]([N:5]=[C:6]=[O:7])[CH2:2][CH2:3][CH3:4].CCN(CC)CC.[OH:15][C:16]1[CH:17]=[C:18]([N:22]2[CH:26]=[CH:25][C:24]([C:27]([NH2:29])=[O:28])=[CH:23]2)[CH:19]=[CH:20][CH:21]=1. (10) The reactants are: [O:1]1[C:5]2([CH2:10][CH2:9][NH:8][CH2:7][CH2:6]2)[O:4][CH2:3][CH2:2]1.Cl[C:12]1[N:17]=[CH:16][C:15]([Cl:18])=[CH:14][N:13]=1. Given the product [Cl:18][C:15]1[CH:14]=[N:13][C:12]([N:8]2[CH2:9][CH2:10][C:5]3([O:4][CH2:3][CH2:2][O:1]3)[CH2:6][CH2:7]2)=[N:17][CH:16]=1, predict the reactants needed to synthesize it.